Dataset: Catalyst prediction with 721,799 reactions and 888 catalyst types from USPTO. Task: Predict which catalyst facilitates the given reaction. (1) Reactant: [CH3:1][C:2]([C:4]1[CH:9]=[C:8]([O:10][CH3:11])[CH:7]=[CH:6][C:5]=1[O:12][CH3:13])=O.[C:14]1([Mg]Br)[CH:19]=[CH:18][CH:17]=[CH:16][CH:15]=1.[Cl-].[NH4+]. Product: [CH3:13][O:12][C:5]1[CH:6]=[CH:7][C:8]([O:10][CH3:11])=[CH:9][C:4]=1[C:2]([C:14]1[CH:19]=[CH:18][CH:17]=[CH:16][CH:15]=1)=[CH2:1]. The catalyst class is: 116. (2) Reactant: [H-].[Na+].[Br:3][C:4]1[CH:9]=[CH:8][C:7]([CH2:10][CH2:11][OH:12])=[C:6]([CH3:13])[CH:5]=1.[N:14]([C:17]1[CH:18]=[C:19]([CH:22]=[CH:23][CH:24]=1)[C:20]#[N:21])=[C:15]=[O:16]. Product: [C:20]([C:19]1[CH:18]=[C:17]([NH:14][C:15](=[O:16])[O:12][CH2:11][CH2:10][C:7]2[CH:8]=[CH:9][C:4]([Br:3])=[CH:5][C:6]=2[CH3:13])[CH:24]=[CH:23][CH:22]=1)#[N:21]. The catalyst class is: 1. (3) Product: [C:24](=[O:25])([O:26][C:27]1[CH:28]=[CH:29][C:30]([N+:33]([O-:35])=[O:34])=[CH:31][CH:32]=1)[O:15][CH2:14][CH:11]1[CH2:12][CH2:13][N:8]([CH2:1][C:2]2[CH:7]=[CH:6][CH:5]=[CH:4][CH:3]=2)[CH2:9][CH2:10]1. The catalyst class is: 2. Reactant: [CH2:1]([N:8]1[CH2:13][CH2:12][CH:11]([CH2:14][OH:15])[CH2:10][CH2:9]1)[C:2]1[CH:7]=[CH:6][CH:5]=[CH:4][CH:3]=1.CN1CCOCC1.Cl[C:24]([O:26][C:27]1[CH:32]=[CH:31][C:30]([N+:33]([O-:35])=[O:34])=[CH:29][CH:28]=1)=[O:25]. (4) Reactant: [NH:1]1[CH2:6][CH2:5][CH:4]([O:7][N:8]=[C:9]2[CH2:14][CH2:13][N:12]([C:15]3[CH:20]=[C:19]([F:21])[C:18]([Br:22])=[CH:17][C:16]=3[F:23])[CH2:11][CH2:10]2)[CH2:3][CH2:2]1.Cl[C:25]1[N:30]=[CH:29][C:28]([CH2:31][CH3:32])=[CH:27][N:26]=1.C(N(C(C)C)CC)(C)C.O. Product: [CH2:31]([C:28]1[CH:27]=[N:26][C:25]([N:1]2[CH2:6][CH2:5][CH:4]([O:7][N:8]=[C:9]3[CH2:14][CH2:13][N:12]([C:15]4[CH:20]=[C:19]([F:21])[C:18]([Br:22])=[CH:17][C:16]=4[F:23])[CH2:11][CH2:10]3)[CH2:3][CH2:2]2)=[N:30][CH:29]=1)[CH3:32]. The catalyst class is: 197. (5) Reactant: [Cl:1][C:2]1[CH:7]=[C:6]([NH2:8])[CH:5]=[CH:4][C:3]=1[N:9]([CH2:16][CH2:17][CH2:18][CH2:19][CH2:20][CH3:21])[CH2:10][CH2:11][CH2:12][CH2:13][CH2:14][CH3:15].[C:22]([CH:25]=[C:26]=[O:27])(=[O:24])[CH3:23]. Product: [Cl:1][C:2]1[CH:7]=[C:6]([NH:8][C:26](=[O:27])[CH2:25][C:22](=[O:24])[CH3:23])[CH:5]=[CH:4][C:3]=1[N:9]([CH2:16][CH2:17][CH2:18][CH2:19][CH2:20][CH3:21])[CH2:10][CH2:11][CH2:12][CH2:13][CH2:14][CH3:15]. The catalyst class is: 11.